This data is from Catalyst prediction with 721,799 reactions and 888 catalyst types from USPTO. The task is: Predict which catalyst facilitates the given reaction. (1) Reactant: [CH3:1][O:2][C:3](=[O:26])[C:4]1[CH:9]=[CH:8][C:7]([O:10][CH2:11][C:12]2[C:13]([C:19]3[CH:24]=[CH:23][C:22]([F:25])=[CH:21][CH:20]=3)=[N:14][O:15][C:16]=2[CH:17]=[O:18])=[N:6][CH:5]=1.[BH4-].[Na+].C(O)(=O)CC(CC(O)=O)(C(O)=O)O.C(OCC)(=O)C. Product: [CH3:1][O:2][C:3](=[O:26])[C:4]1[CH:9]=[CH:8][C:7]([O:10][CH2:11][C:12]2[C:13]([C:19]3[CH:20]=[CH:21][C:22]([F:25])=[CH:23][CH:24]=3)=[N:14][O:15][C:16]=2[CH2:17][OH:18])=[N:6][CH:5]=1. The catalyst class is: 5. (2) Reactant: [CH3:1][CH:2]1[CH2:7][CH2:6][CH2:5][CH:4]([CH3:8])[N:3]1[CH2:9][CH2:10][NH2:11].Cl[C:13]1[N:14]=[N+:15]([O-:25])[C:16]2[CH:22]=[CH:21][C:20]([O:23][CH3:24])=[CH:19][C:17]=2[N:18]=1. Product: [CH3:1][CH:2]1[CH2:7][CH2:6][CH2:5][CH:4]([CH3:8])[N:3]1[CH2:9][CH2:10][NH:11][C:13]1[N:14]=[N+:15]([O-:25])[C:16]2[CH:22]=[CH:21][C:20]([O:23][CH3:24])=[CH:19][C:17]=2[N:18]=1. The catalyst class is: 57. (3) Reactant: C([O:3][C:4]([C:6]1[O:7][C:8]([C:11]#[C:12][C:13]2[CH:18]=[CH:17][CH:16]=[CH:15][C:14]=2[F:19])=[CH:9][CH:10]=1)=[O:5])C.C1COCC1.[OH-].[Na+]. Product: [F:19][C:14]1[CH:15]=[CH:16][CH:17]=[CH:18][C:13]=1[C:12]#[C:11][C:8]1[O:7][C:6]([C:4]([OH:5])=[O:3])=[CH:10][CH:9]=1. The catalyst class is: 191. (4) Reactant: [CH3:1][C:2]1([CH3:41])[CH2:10][C:9]2[N:8](COCC[Si](C)(C)C)[N:7]=[C:6]([C:19]3[N:20](COCC[Si](C)(C)C)[C:21]4[C:26]([CH:27]=3)=[CH:25][CH:24]=[C:23]([N:28]([CH3:32])[C:29](=[O:31])[CH3:30])[CH:22]=4)[C:5]=2[CH2:4][CH2:3]1.[F-].C([N+](CCCC)(CCCC)CCCC)CCC. Product: [CH3:1][C:2]1([CH3:41])[CH2:10][C:9]2[NH:8][N:7]=[C:6]([C:19]3[NH:20][C:21]4[C:26]([CH:27]=3)=[CH:25][CH:24]=[C:23]([N:28]([CH3:32])[C:29](=[O:31])[CH3:30])[CH:22]=4)[C:5]=2[CH2:4][CH2:3]1. The catalyst class is: 9. (5) Reactant: [N:1]1[N:2]=[CH:3][N:4]([C:6]2[C:7]3[CH2:15][CH2:14][NH:13][CH2:12][C:8]=3[N:9]=[CH:10][N:11]=2)[CH:5]=1.[Cl:16][C:17]1[C:25]([C:26]([F:29])([F:28])[F:27])=[CH:24][CH:23]=[CH:22][C:18]=1[C:19](Cl)=[O:20]. Product: [N:1]1[N:2]=[CH:3][N:4]([C:6]2[C:7]3[CH2:15][CH2:14][N:13]([C:19]([C:18]4[CH:22]=[CH:23][CH:24]=[C:25]([C:26]([F:27])([F:28])[F:29])[C:17]=4[Cl:16])=[O:20])[CH2:12][C:8]=3[N:9]=[CH:10][N:11]=2)[CH:5]=1. The catalyst class is: 2. (6) Reactant: [Cl:1][C:2]1[C:10]([Cl:11])=[C:9]([F:12])[CH:8]=[CH:7][C:3]=1[C:4](O)=[O:5].C(Cl)(=O)C([Cl:16])=O. Product: [Cl:1][C:2]1[C:10]([Cl:11])=[C:9]([F:12])[CH:8]=[CH:7][C:3]=1[C:4]([Cl:16])=[O:5]. The catalyst class is: 139.